From a dataset of Peptide-MHC class I binding affinity with 185,985 pairs from IEDB/IMGT. Regression. Given a peptide amino acid sequence and an MHC pseudo amino acid sequence, predict their binding affinity value. This is MHC class I binding data. (1) The peptide sequence is RELKCGSGI. The MHC is HLA-B40:01 with pseudo-sequence HLA-B40:01. The binding affinity (normalized) is 0.757. (2) The peptide sequence is ILASFSAST. The MHC is HLA-A02:03 with pseudo-sequence HLA-A02:03. The binding affinity (normalized) is 0.846. (3) The peptide sequence is AIAKAAAAV. The MHC is HLA-A02:01 with pseudo-sequence HLA-A02:01. The binding affinity (normalized) is 0.497. (4) The peptide sequence is RHDITGFIL. The MHC is HLA-A26:01 with pseudo-sequence HLA-A26:01. The binding affinity (normalized) is 0.0847.